This data is from Reaction yield outcomes from USPTO patents with 853,638 reactions. The task is: Predict the reaction yield, written as a fraction of the theoretical maximum amount of product (1.0 means a 100% yield; for example, 0.34 means a 34% yield). The reactants are [CH3:1][O:2][C:3]([C@H:5]1[CH2:10][CH2:9][C@H:8]([C:11]([OH:13])=O)[CH2:7][CH2:6]1)=[O:4].[C:14](Cl)(=O)C(Cl)=O.C[Si](C=[N+]=[N-])(C)C.[BrH:27].C(=O)(O)[O-].[Na+]. The catalyst is ClCCl.CN(C=O)C. The product is [Br:27][CH2:14][C:11]([C@H:8]1[CH2:7][CH2:6][C@H:5]([C:3]([O:2][CH3:1])=[O:4])[CH2:10][CH2:9]1)=[O:13]. The yield is 0.560.